Task: Predict which catalyst facilitates the given reaction.. Dataset: Catalyst prediction with 721,799 reactions and 888 catalyst types from USPTO (1) Reactant: [Cl:1][C:2]1[CH:15]=[CH:14][C:5]([CH2:6][N:7]2[CH2:12][CH:11]3[CH2:13][CH:8]2[CH2:9][NH:10]3)=[CH:4][C:3]=1[O:16][CH3:17].[Cl:18][C:19]1[C:20]([C:29]([F:32])([F:31])[F:30])=[N:21][N:22]([CH2:25][C:26](O)=[O:27])[C:23]=1[CH3:24].C(N(CC)CC)C.C(P1(=O)OP(CCC)(=O)OP(CCC)(=O)O1)CC. Product: [Cl:1][C:2]1[CH:15]=[CH:14][C:5]([CH2:6][N:7]2[CH2:12][CH:11]3[CH2:13][CH:8]2[CH2:9][N:10]3[C:26](=[O:27])[CH2:25][N:22]2[C:23]([CH3:24])=[C:19]([Cl:18])[C:20]([C:29]([F:32])([F:31])[F:30])=[N:21]2)=[CH:4][C:3]=1[O:16][CH3:17]. The catalyst class is: 3. (2) The catalyst class is: 15. Reactant: [O:1]=[C:2]1[C:14]2[C:13]3[C:8](=[CH:9][CH:10]=[CH:11][CH:12]=3)[N:7]([CH2:15][C:16]3[CH:25]=[CH:24][C:19]([C:20]([O:22][CH3:23])=[O:21])=[CH:18][CH:17]=3)[C:6]=2[CH2:5][CH2:4][CH2:3]1.C=O.[C:28]1(C)C=CC=CC=1. Product: [CH2:28]=[C:3]1[C:2](=[O:1])[C:14]2[C:13]3[C:8](=[CH:9][CH:10]=[CH:11][CH:12]=3)[N:7]([CH2:15][C:16]3[CH:17]=[CH:18][C:19]([C:20]([O:22][CH3:23])=[O:21])=[CH:24][CH:25]=3)[C:6]=2[CH2:5][CH2:4]1. (3) Reactant: CN(C)[CH:3]=[O:4].[F:6][C:7]1[C:8](O)=[C:9]([CH:12]=[CH:13][CH:14]=1)[CH:10]=[O:11].IC.C(=O)([O-])[O-].[K+].[K+]. Product: [F:6][C:7]1[C:8]([O:4][CH3:3])=[C:9]([CH:12]=[CH:13][CH:14]=1)[CH:10]=[O:11]. The catalyst class is: 280. (4) Reactant: O.[C:2]1([CH3:19])[CH:7]=[CH:6][C:5]([S:8]([N:11]2[CH2:18][CH2:17][CH2:16][C@H:12]2[C:13]([OH:15])=O)(=[O:10])=[O:9])=[CH:4][CH:3]=1.Cl.C[O:22][C:23](=[O:35])[C@H:24]([CH2:26][O:27][CH2:28][C:29]1[CH:34]=[CH:33][CH:32]=[CH:31][CH:30]=1)[NH2:25].[Li+].[OH-]. Product: [C:2]1([CH3:19])[CH:3]=[CH:4][C:5]([S:8]([N:11]2[CH2:18][CH2:17][CH2:16][C@H:12]2[C:13]([NH:25][C@H:24]([C:23]([OH:35])=[O:22])[CH2:26][O:27][CH2:28][C:29]2[CH:30]=[CH:31][CH:32]=[CH:33][CH:34]=2)=[O:15])(=[O:9])=[O:10])=[CH:6][CH:7]=1. The catalyst class is: 20. (5) Reactant: [N+:1]([C:4]1[CH:9]=[CH:8][CH:7]=[CH:6][C:5]=1[C:10]1[CH2:16][CH2:15][CH2:14][CH2:13][CH2:12][CH:11]=1)([O-])=O. Product: [CH:10]1([C:5]2[CH:6]=[CH:7][CH:8]=[CH:9][C:4]=2[NH2:1])[CH2:11][CH2:12][CH2:13][CH2:14][CH2:15][CH2:16]1. The catalyst class is: 43. (6) Reactant: [CH3:1][O:2][C:3]1[CH:12]=[CH:11][CH:10]=[CH:9][C:4]=1[C:5]([O:7][CH3:8])=[O:6].[N+:13]([O-])([O-:15])=[O:14].[K+]. Product: [CH3:1][O:2][C:3]1[CH:12]=[CH:11][C:10]([N+:13]([O-:15])=[O:14])=[CH:9][C:4]=1[C:5]([O:7][CH3:8])=[O:6]. The catalyst class is: 65. (7) Reactant: [OH:1][CH2:2][CH2:3][CH:4]1[CH2:9][CH2:8][N:7]([C:10]([O:12][C:13]([CH3:16])([CH3:15])[CH3:14])=[O:11])[CH2:6][CH2:5]1.[S:17](Cl)([C:20]1[CH:26]=[CH:25][C:23]([CH3:24])=[CH:22][CH:21]=1)(=[O:19])=[O:18]. Product: [S:17]([O:1][CH2:2][CH2:3][CH:4]1[CH2:5][CH2:6][N:7]([C:10]([O:12][C:13]([CH3:16])([CH3:15])[CH3:14])=[O:11])[CH2:8][CH2:9]1)([C:20]1[CH:26]=[CH:25][C:23]([CH3:24])=[CH:22][CH:21]=1)(=[O:19])=[O:18]. The catalyst class is: 79. (8) The catalyst class is: 396. Product: [C:48]([S:51][CH:52]([CH2:56][CH:57]([CH2:62][CH3:63])[CH2:58][CH2:59][CH2:60][CH3:61])[C:53]([NH:41][C@@H:40]([CH2:42][CH2:43][C:44]([NH2:45])=[O:46])[C:39]([O:38][C:34]([CH3:37])([CH3:35])[CH3:36])=[O:47])=[O:54])(=[O:50])[CH3:49]. Reactant: C1CCC(N=C=NC2CCCCC2)CC1.C1C=CC2N(O)N=NC=2C=1.CCN(CC)CC.Cl.[C:34]([O:38][C:39](=[O:47])[C@H:40]([CH2:42][CH2:43][C:44](=[O:46])[NH2:45])[NH2:41])([CH3:37])([CH3:36])[CH3:35].[C:48]([S:51][CH:52]([CH2:56][CH:57]([CH2:62][CH3:63])[CH2:58][CH2:59][CH2:60][CH3:61])[C:53](O)=[O:54])(=[O:50])[CH3:49]. (9) Reactant: C1C=C[NH+]=CC=1.[O-][Cr](Cl)(=O)=O.[CH:12]1([C:15]2[O:19][N:18]=[C:17]([C:20]3[C:25]([Cl:26])=[CH:24][CH:23]=[CH:22][C:21]=3[Cl:27])[C:16]=2[CH2:28][O:29][CH:30]2[CH2:35][CH2:34][CH:33]([OH:36])[C:32]([CH3:38])([CH3:37])[CH2:31]2)[CH2:14][CH2:13]1. Product: [CH:12]1([C:15]2[O:19][N:18]=[C:17]([C:20]3[C:21]([Cl:27])=[CH:22][CH:23]=[CH:24][C:25]=3[Cl:26])[C:16]=2[CH2:28][O:29][CH:30]2[CH2:35][CH2:34][C:33](=[O:36])[C:32]([CH3:38])([CH3:37])[CH2:31]2)[CH2:14][CH2:13]1. The catalyst class is: 2.